This data is from NCI-60 drug combinations with 297,098 pairs across 59 cell lines. The task is: Regression. Given two drug SMILES strings and cell line genomic features, predict the synergy score measuring deviation from expected non-interaction effect. (1) Drug 1: CCC1=C2CN3C(=CC4=C(C3=O)COC(=O)C4(CC)O)C2=NC5=C1C=C(C=C5)O. Drug 2: C1=NNC2=C1C(=O)NC=N2. Cell line: HT29. Synergy scores: CSS=16.9, Synergy_ZIP=-4.10, Synergy_Bliss=-0.831, Synergy_Loewe=-13.7, Synergy_HSA=-2.64. (2) Drug 1: C1=CC(=C2C(=C1NCCNCCO)C(=O)C3=C(C=CC(=C3C2=O)O)O)NCCNCCO. Drug 2: C1=CN(C(=O)N=C1N)C2C(C(C(O2)CO)O)O.Cl. Cell line: A549. Synergy scores: CSS=60.0, Synergy_ZIP=-3.37, Synergy_Bliss=-3.94, Synergy_Loewe=0.245, Synergy_HSA=2.50. (3) Drug 1: C1=C(C(=O)NC(=O)N1)N(CCCl)CCCl. Drug 2: CC1CCCC2(C(O2)CC(NC(=O)CC(C(C(=O)C(C1O)C)(C)C)O)C(=CC3=CSC(=N3)C)C)C. Cell line: HOP-92. Synergy scores: CSS=33.0, Synergy_ZIP=1.72, Synergy_Bliss=0.403, Synergy_Loewe=0.215, Synergy_HSA=0.0732. (4) Drug 1: C1=CC(=C2C(=C1NCCNCCO)C(=O)C3=C(C=CC(=C3C2=O)O)O)NCCNCCO. Drug 2: CC1=C(C=C(C=C1)NC(=O)C2=CC=C(C=C2)CN3CCN(CC3)C)NC4=NC=CC(=N4)C5=CN=CC=C5. Cell line: HS 578T. Synergy scores: CSS=31.8, Synergy_ZIP=0.108, Synergy_Bliss=-0.409, Synergy_Loewe=-21.0, Synergy_HSA=0.615. (5) Drug 1: CN1C(=O)N2C=NC(=C2N=N1)C(=O)N. Drug 2: CC1=C(C=C(C=C1)C(=O)NC2=CC(=CC(=C2)C(F)(F)F)N3C=C(N=C3)C)NC4=NC=CC(=N4)C5=CN=CC=C5. Cell line: U251. Synergy scores: CSS=4.18, Synergy_ZIP=-0.612, Synergy_Bliss=-1.75, Synergy_Loewe=-6.00, Synergy_HSA=-3.87.